The task is: Predict which catalyst facilitates the given reaction.. This data is from Catalyst prediction with 721,799 reactions and 888 catalyst types from USPTO. (1) Reactant: N1C=CC=CC=1.C1(S(Cl)(=O)=O)C=CC=CC=1.[CH2:17]([CH:23]([CH:27]([OH:40])[CH2:28][CH2:29][CH2:30][CH2:31][CH2:32][O:33][CH:34]1[CH2:39][CH2:38][CH2:37][CH2:36][O:35]1)[C:24]([OH:26])=O)[CH2:18][CH2:19][CH2:20][CH2:21][CH3:22]. Product: [CH2:17]([CH:23]1[CH:27]([CH2:28][CH2:29][CH2:30][CH2:31][CH2:32][O:33][CH:34]2[CH2:39][CH2:38][CH2:37][CH2:36][O:35]2)[O:40][C:24]1=[O:26])[CH2:18][CH2:19][CH2:20][CH2:21][CH3:22]. The catalyst class is: 4. (2) Reactant: C(O[C:6]([C:8]1[CH:24]=[C:23]([O:25][CH:26]([CH3:28])[CH3:27])[C:11]2[CH2:12][CH:13]([CH2:15][O:16][C:17]3[CH:22]=[CH:21][CH:20]=[CH:19][CH:18]=3)[O:14][C:10]=2[CH:9]=1)=[O:7])(C)(C)C.[CH3:29][N:30]1[CH:34]=[CH:33][C:32]([NH2:35])=[N:31]1. Product: [CH3:29][N:30]1[CH:34]=[CH:33][C:32]([NH:35][C:6]([C:8]2[CH:24]=[C:23]([O:25][CH:26]([CH3:28])[CH3:27])[C:11]3[CH2:12][CH:13]([CH2:15][O:16][C:17]4[CH:18]=[CH:19][CH:20]=[CH:21][CH:22]=4)[O:14][C:10]=3[CH:9]=2)=[O:7])=[N:31]1. The catalyst class is: 6. (3) Reactant: [C:1]([C@@H:9]1[CH2:13][CH:12]([CH2:14][C:15]2[CH:20]=[CH:19][C:18]([C:21]3[CH:26]=[CH:25][CH:24]=[CH:23][CH:22]=3)=[CH:17][CH:16]=2)[N:11](/[CH:27]=[CH:28]/[C:29]2[CH:34]=[CH:33][CH:32]=[CH:31][CH:30]=2)[C:10]1=[O:35])(=O)C1C=CC=CC=1.CCN(C(C)C)C(C)C.C=O.C1(C)C=CC=CC=1. Product: [C:18]1([C:21]2[CH:22]=[CH:23][CH:24]=[CH:25][CH:26]=2)[CH:17]=[CH:16][C:15]([CH2:14][C@H:12]2[N:11](/[CH:27]=[CH:28]/[C:29]3[CH:30]=[CH:31][CH:32]=[CH:33][CH:34]=3)[C:10](=[O:35])[C:9](=[CH2:1])[CH2:13]2)=[CH:20][CH:19]=1. The catalyst class is: 7. (4) Reactant: [CH:1]([C:4]1[CH:9]=[CH:8][C:7]([C:10]2[O:14][C:13](=[O:15])[N:12]([CH2:16][C:17]3[CH:26]=[CH:25][C:20]([C:21]([O:23]C)=[O:22])=[CH:19][CH:18]=3)[N:11]=2)=[CH:6][CH:5]=1)([CH3:3])[CH3:2].[I-].[Li+]. Product: [CH:1]([C:4]1[CH:5]=[CH:6][C:7]([C:10]2[O:14][C:13](=[O:15])[N:12]([CH2:16][C:17]3[CH:18]=[CH:19][C:20]([C:21]([OH:23])=[O:22])=[CH:25][CH:26]=3)[N:11]=2)=[CH:8][CH:9]=1)([CH3:3])[CH3:2]. The catalyst class is: 228.